This data is from Peptide-MHC class I binding affinity with 185,985 pairs from IEDB/IMGT. The task is: Regression. Given a peptide amino acid sequence and an MHC pseudo amino acid sequence, predict their binding affinity value. This is MHC class I binding data. (1) The peptide sequence is SRKASNTIL. The MHC is HLA-A03:01 with pseudo-sequence HLA-A03:01. The binding affinity (normalized) is 0.0847. (2) The peptide sequence is YATRNRQLI. The MHC is H-2-Kb with pseudo-sequence H-2-Kb. The binding affinity (normalized) is 0.804. (3) The peptide sequence is SLYNTVATL. The MHC is HLA-A01:01 with pseudo-sequence HLA-A01:01. The binding affinity (normalized) is 0.0559. (4) The peptide sequence is RQDILDLWIY. The MHC is HLA-A02:02 with pseudo-sequence HLA-A02:02. The binding affinity (normalized) is 0. (5) The peptide sequence is RVNVFETRI. The MHC is HLA-A02:01 with pseudo-sequence HLA-A02:01. The binding affinity (normalized) is 0.299.